From a dataset of Catalyst prediction with 721,799 reactions and 888 catalyst types from USPTO. Predict which catalyst facilitates the given reaction. (1) Reactant: [C:1]([C:3]1[N:8]=[CH:7][C:6]([C:9]([OH:11])=O)=[CH:5][CH:4]=1)#[N:2].O.ON1C2C=CC=CC=2N=N1.[CH3:23][CH:24]([N:26]1[CH2:31][CH2:30][CH:29]([O:32][C:33]2[CH:38]=[CH:37][C:36]([CH:39]3[CH2:44][CH2:43][NH:42][CH2:41][CH2:40]3)=[CH:35][CH:34]=2)[CH2:28][CH2:27]1)[CH3:25]. Product: [CH3:25][CH:24]([N:26]1[CH2:27][CH2:28][CH:29]([O:32][C:33]2[CH:38]=[CH:37][C:36]([CH:39]3[CH2:44][CH2:43][N:42]([C:9]([C:6]4[CH:5]=[CH:4][C:3]([C:1]#[N:2])=[N:8][CH:7]=4)=[O:11])[CH2:41][CH2:40]3)=[CH:35][CH:34]=2)[CH2:30][CH2:31]1)[CH3:23]. The catalyst class is: 4. (2) Reactant: [CH2:1]([O:3][C:4](=[O:19])[C:5]([CH:7]1[CH2:16][CH2:15][C:14]2[CH:13]=[N:12][C:11]([Cl:17])=[CH:10][C:9]=2[C:8]1=O)=O)[CH3:2].[NH2:20][NH2:21].O. Product: [CH2:1]([O:3][C:4]([C:5]1[NH:20][N:21]=[C:8]2[C:9]3[C:14](=[CH:13][N:12]=[C:11]([Cl:17])[CH:10]=3)[CH2:15][CH2:16][C:7]=12)=[O:19])[CH3:2]. The catalyst class is: 14. (3) Reactant: [CH:1]1([CH2:6][C@@H:7]([C:16](=[O:31])[N:17]2[CH:21]([C:22]([NH:24][C:25]3[CH:30]=[CH:29][CH:28]=[CH:27][CH:26]=3)=[O:23])[CH2:20][CH:19]=[N:18]2)[CH2:8][C:9]([O:11]C(C)(C)C)=[O:10])[CH2:5][CH2:4][CH2:3][CH2:2]1.Cl. The catalyst class is: 12. Product: [CH:1]1([CH2:6][C@@H:7]([C:16](=[O:31])[N:17]2[CH:21]([C:22]([NH:24][C:25]3[CH:30]=[CH:29][CH:28]=[CH:27][CH:26]=3)=[O:23])[CH2:20][CH:19]=[N:18]2)[CH2:8][C:9]([OH:11])=[O:10])[CH2:5][CH2:4][CH2:3][CH2:2]1. (4) Reactant: [C:1](=O)([O-])[O-].[K+].[K+].[Cl:7][C:8]1[N:13]=[C:12]([NH:14][C:15]2[CH:28]=[CH:27][C:18]3[C:19]([C:23]([NH:25][CH3:26])=[O:24])=[C:20]([CH3:22])[O:21][C:17]=3[CH:16]=2)[CH:11]=[CH:10][N:9]=1.CI. Product: [Cl:7][C:8]1[N:13]=[C:12]([N:14]([CH3:1])[C:15]2[CH:28]=[CH:27][C:18]3[C:19]([C:23]([NH:25][CH3:26])=[O:24])=[C:20]([CH3:22])[O:21][C:17]=3[CH:16]=2)[CH:11]=[CH:10][N:9]=1. The catalyst class is: 21.